This data is from Forward reaction prediction with 1.9M reactions from USPTO patents (1976-2016). The task is: Predict the product of the given reaction. Given the reactants C([N:4]1[C:16]2[C:11](=[CH:12][C:13](Br)=[C:14]3[CH:20]=[CH:19][CH:18]=[CH:17][C:15]3=2)[C:10]2[C:5]1=[CH:6][CH:7]=[C:8]1[CH:25]=[CH:24][CH:23]=[CH:22][C:9]1=2)(=O)C.S1C2C=CC=CC=2N=C1C1C=CC(B(O)O)=CC=1.C(=O)([O-])[O-].[K+].[K+].C(O)C, predict the reaction product. The product is: [CH:22]1[C:9]2=[C:10]3[C:5](=[CH:6][CH:7]=[C:8]2[CH:25]=[CH:24][CH:23]=1)[NH:4][C:16]1[C:11]3=[CH:12][CH:13]=[C:14]2[CH:20]=[CH:19][CH:18]=[CH:17][C:15]2=1.